The task is: Predict which catalyst facilitates the given reaction.. This data is from Catalyst prediction with 721,799 reactions and 888 catalyst types from USPTO. (1) Reactant: [N+:1]([C:4]1[C:9]2=[CH:10][CH:11]=[C:12]3[C:17]([N:16]=[CH:15][CH:14]=[CH:13]3)=[C:8]2[CH:7]=[CH:6][CH:5]=1)([O-:3])=[O:2].[C:18]([O-:21])(=[O:20])[CH3:19].[Pd+2:22].C([O-])(=O)C. Product: [C:18]([O-:21])(=[O:20])[CH3:19].[N+:1]([C:4]1[C:9]2=[CH:10][CH:11]=[C:12]3[C:17]([N:16]=[C:15]([Pd+:22])[CH:14]=[CH:13]3)=[C:8]2[CH:7]=[CH:6][CH:5]=1)([O-:3])=[O:2]. The catalyst class is: 52. (2) Reactant: [C:1]([O:4][CH2:5][CH2:6][C:7]1[CH:12]=[CH:11][C:10]2[O:13][CH2:14][O:15][C:9]=2[CH:8]=1)(=[O:3])[CH3:2].[N+:16]([O-])([OH:18])=[O:17].O. Product: [C:1]([O:4][CH2:5][CH2:6][C:7]1[C:12]([N+:16]([O-:18])=[O:17])=[CH:11][C:10]2[O:13][CH2:14][O:15][C:9]=2[CH:8]=1)(=[O:3])[CH3:2]. The catalyst class is: 15. (3) Reactant: [F:1][C:2]1[CH:15]=[C:14]([F:16])[CH:13]=[CH:12][C:3]=1[C:4]([C:6]1([NH:9][CH:10]=[O:11])[CH2:8][CH2:7]1)=[O:5].[BH4-].[Na+].[Cl-].[NH4+]. Product: [F:1][C:2]1[CH:15]=[C:14]([F:16])[CH:13]=[CH:12][C:3]=1[CH:4]([OH:5])[C:6]1([NH:9][CH:10]=[O:11])[CH2:7][CH2:8]1. The catalyst class is: 162. (4) Reactant: [OH:1][C:2]1[CH:11]=[CH:10][C:9]2[C:4](=[CH:5][C:6]([OH:12])=[CH:7][CH:8]=2)[CH:3]=1.[OH-].[K+].[CH3:15][N:16]([CH3:20])[C:17](Cl)=[S:18]. Product: [CH3:15][N:16]([CH3:20])[C:17]([O:1][C:2]1[CH:3]=[C:4]2[C:9]([CH:8]=[CH:7][C:6]([O:12][C:17](=[S:18])[N:16]([CH3:20])[CH3:15])=[CH:5]2)=[CH:10][CH:11]=1)=[S:18]. The catalyst class is: 132. (5) The catalyst class is: 7. Product: [OH:32][C:30]([CH3:31])([CH3:29])[CH2:33][O:32][C@H:30]1[CH2:31][C@H:28]([N:18]2[C:17](=[O:39])[C:16]([CH2:15][C:12]3[CH:13]=[CH:14][C:9]([C:4]4[C:3]([C:1]#[N:2])=[CH:8][CH:7]=[CH:6][CH:5]=4)=[CH:10][CH:11]=3)=[C:21]([CH2:22][CH2:23][CH3:24])[N:20]3[N:25]=[CH:26][N:27]=[C:19]23)[CH2:29]1. Reactant: [C:1]([C:3]1[CH:8]=[CH:7][CH:6]=[CH:5][C:4]=1[C:9]1[CH:14]=[CH:13][C:12]([CH2:15][C:16]2[C:17](=[O:39])[N:18]([C@H:28]3[CH2:31][C@H:30]([O:32][CH2:33]C(OCC)=O)[CH2:29]3)[C:19]3[N:20]([N:25]=[CH:26][N:27]=3)[C:21]=2[CH2:22][CH2:23][CH3:24])=[CH:11][CH:10]=1)#[N:2].C[Mg]Br.[Cl-].[NH4+]. (6) Reactant: [CH3:1][N:2]([CH3:17])[C:3]([C:5]1[CH:6]=[C:7]([OH:16])[C:8]2[N:12]=[C:11]([CH3:13])[N:10]([CH3:14])[C:9]=2[CH:15]=1)=[O:4].C(=O)([O-])[O-].[Na+].[Na+].[CH2:24]([C:26]1[CH:33]=[CH:32][CH:31]=[C:30]([CH3:34])[C:27]=1[CH2:28]Cl)[CH3:25]. Product: [CH3:17][N:2]([CH3:1])[C:3]([C:5]1[CH:6]=[C:7]([O:16][CH2:28][C:27]2[C:30]([CH3:34])=[CH:31][CH:32]=[CH:33][C:26]=2[CH2:24][CH3:25])[C:8]2[N:12]=[C:11]([CH3:13])[N:10]([CH3:14])[C:9]=2[CH:15]=1)=[O:4]. The catalyst class is: 21.